Dataset: Catalyst prediction with 721,799 reactions and 888 catalyst types from USPTO. Task: Predict which catalyst facilitates the given reaction. (1) Reactant: [C:1](Cl)(=[O:3])[CH3:2].[F:5][C:6]1[CH:7]=[C:8]([CH:16]=[CH:17][CH:18]=1)[CH:9]=[C:10]1[CH2:15][CH2:14][CH2:13][NH:12][CH2:11]1.C(N(C(C)C)CC)(C)C. Product: [F:5][C:6]1[CH:7]=[C:8]([CH:16]=[CH:17][CH:18]=1)[CH:9]=[C:10]1[CH2:15][CH2:14][CH2:13][N:12]([C:1](=[O:3])[CH3:2])[CH2:11]1. The catalyst class is: 20. (2) Reactant: [CH3:1][O:2][C:3]1[CH:8]=[CH:7][C:6]([C:9](=O)[CH2:10][C:11]([C:13]2[CH:18]=[CH:17][C:16]([O:19][CH3:20])=[CH:15][CH:14]=2)=O)=[CH:5][CH:4]=1.[CH3:22][O:23][C:24]1[CH:29]=[CH:28][C:27]([NH:30][NH2:31])=[CH:26][CH:25]=1.Cl. Product: [CH3:22][O:23][C:24]1[CH:29]=[CH:28][C:27]([N:30]2[C:9]([C:6]3[CH:7]=[CH:8][C:3]([O:2][CH3:1])=[CH:4][CH:5]=3)=[CH:10][C:11]([C:13]3[CH:18]=[CH:17][C:16]([O:19][CH3:20])=[CH:15][CH:14]=3)=[N:31]2)=[CH:26][CH:25]=1. The catalyst class is: 8. (3) The catalyst class is: 34. Product: [CH2:15]([O:22][C:23](=[O:57])[C:24]1[CH:29]=[CH:28][C:27]([C:30]2[CH:35]=[C:34]([C:36]3[C:41]([CH2:42][CH3:43])=[CH:40][CH:39]=[CH:38][C:37]=3[CH2:44][CH3:45])[N:33]=[C:32]([CH3:46])[C:31]=2[CH2:47][N:61]2[CH2:62][CH2:63][CH2:64][C:59]([CH3:65])([CH3:58])[CH2:60]2)=[CH:26][C:25]=1[O:49][CH2:50][C:51]1[CH:52]=[CH:53][CH:54]=[CH:55][CH:56]=1)[C:16]1[CH:21]=[CH:20][CH:19]=[CH:18][CH:17]=1. Reactant: [BH-](OC(C)=O)(OC(C)=O)OC(C)=O.[Na+].[CH2:15]([O:22][C:23](=[O:57])[C:24]1[CH:29]=[CH:28][C:27]([C:30]2[CH:35]=[C:34]([C:36]3[C:41]([CH2:42][CH3:43])=[CH:40][CH:39]=[CH:38][C:37]=3[CH2:44][CH3:45])[N:33]=[C:32]([CH3:46])[C:31]=2[CH:47]=O)=[CH:26][C:25]=1[O:49][CH2:50][C:51]1[CH:56]=[CH:55][CH:54]=[CH:53][CH:52]=1)[C:16]1[CH:21]=[CH:20][CH:19]=[CH:18][CH:17]=1.[CH3:58][C:59]1([CH3:65])[CH2:64][CH2:63][CH2:62][NH:61][CH2:60]1. (4) Reactant: [C:1]1([C:7]2[CH:12]=[CH:11][CH:10]=[CH:9][CH:8]=2)[CH:6]=[CH:5][CH:4]=[CH:3][CH:2]=1.C[N:14]([C:16]([O:20]N1N=NC2C=CC=CC1=2)=[N+](C)C)C.F[P-](F)(F)(F)(F)F.CN(C)C[C@@H]1CC[C@H](C2C=CC=CC=2)N1. Product: [C:1]1([C:7]2[CH:8]=[CH:9][CH:10]=[CH:11][CH:12]=2)[C:6]([C:16]([NH2:14])=[O:20])=[CH:5][CH:4]=[CH:3][CH:2]=1. The catalyst class is: 31. (5) Reactant: [F:1][C:2]1[CH:3]=[C:4]([CH:8]([OH:32])[CH2:9][C:10](=[O:31])[CH:11]=[C:12]2[CH2:17][CH2:16][N:15]([C:18](=[O:30])[C:19]3[CH:24]=[CH:23][C:22]([O:25][CH:26]([CH3:28])[CH3:27])=[C:21]([CH3:29])[CH:20]=3)[CH2:14][CH2:13]2)[CH:5]=[N:6][CH:7]=1.CC(OI1(OC(C)=O)(OC(C)=O)OC(=O)C2C=CC=CC1=2)=O. Product: [F:1][C:2]1[CH:3]=[C:4]([C:8](=[O:32])[CH2:9][C:10](=[O:31])[CH:11]=[C:12]2[CH2:13][CH2:14][N:15]([C:18](=[O:30])[C:19]3[CH:24]=[CH:23][C:22]([O:25][CH:26]([CH3:28])[CH3:27])=[C:21]([CH3:29])[CH:20]=3)[CH2:16][CH2:17]2)[CH:5]=[N:6][CH:7]=1. The catalyst class is: 4. (6) Reactant: [C:1]1(=O)[C:10]2[C:5](=[CH:6][CH:7]=[CH:8][CH:9]=2)[CH2:4][CH2:3][CH2:2]1.[NH2:12][C:13]([NH2:15])=[S:14].[I:16]I. Product: [IH:16].[N:12]1[C:1]2[C:10]3[C:5]([CH2:4][CH2:3][C:2]=2[S:14][C:13]=1[NH2:15])=[CH:6][CH:7]=[CH:8][CH:9]=3. The catalyst class is: 6. (7) Reactant: [F:1][C:2]([F:14])([C:7]1[CH:8]=[C:9]([OH:13])[CH:10]=[CH:11][CH:12]=1)[C:3]([F:6])([F:5])[F:4].C(N(CC)CC)C.[F:22][C:23]([F:36])([F:35])[S:24](O[S:24]([C:23]([F:36])([F:35])[F:22])(=[O:26])=[O:25])(=[O:26])=[O:25]. The catalyst class is: 4. Product: [F:1][C:2]([F:14])([C:7]1[CH:8]=[C:9]([O:13][S:24]([C:23]([F:36])([F:35])[F:22])(=[O:26])=[O:25])[CH:10]=[CH:11][CH:12]=1)[C:3]([F:5])([F:4])[F:6]. (8) Reactant: O=P(Cl)(Cl)Cl.[CH2:6]([C:8]1([S:17]([C:20]2[CH:25]=[CH:24][CH:23]=[C:22]([C:26]([F:29])([F:28])[F:27])[CH:21]=2)(=[O:19])=[O:18])[CH2:13][CH2:12][O:11][CH:10]([C:14]([NH2:16])=O)[CH2:9]1)[CH3:7]. Product: [CH2:6]([C:8]1([S:17]([C:20]2[CH:25]=[CH:24][CH:23]=[C:22]([C:26]([F:28])([F:29])[F:27])[CH:21]=2)(=[O:18])=[O:19])[CH2:13][CH2:12][O:11][CH:10]([C:14]#[N:16])[CH2:9]1)[CH3:7]. The catalyst class is: 228.